Dataset: Reaction yield outcomes from USPTO patents with 853,638 reactions. Task: Predict the reaction yield, written as a fraction of the theoretical maximum amount of product (1.0 means a 100% yield; for example, 0.34 means a 34% yield). (1) The reactants are Br[C:2]1[CH:3]=[C:4]([C:8]2([C:18]3[CH:23]=[CH:22][N:21]=[C:20]([Cl:24])[CH:19]=3)[C:16]3[C:11](=[CH:12][CH:13]=[CH:14][CH:15]=3)[C:10]([NH2:17])=[N:9]2)[CH:5]=[CH:6][CH:7]=1.[N:25]1[CH:30]=[C:29](B(O)O)[CH:28]=[N:27][CH:26]=1. No catalyst specified. The product is [Cl:24][C:20]1[CH:19]=[C:18]([C:8]2([C:4]3[CH:5]=[CH:6][CH:7]=[C:2]([C:29]4[CH:30]=[N:25][CH:26]=[N:27][CH:28]=4)[CH:3]=3)[C:16]3[C:11](=[CH:12][CH:13]=[CH:14][CH:15]=3)[C:10]([NH2:17])=[N:9]2)[CH:23]=[CH:22][N:21]=1. The yield is 0.510. (2) The reactants are [CH2:1]([C:3]1[CH:4]=[CH:5][C:6]([CH2:9][CH2:10][OH:11])=[N:7][CH:8]=1)[CH3:2].[OH:12]O. The catalyst is C(O)(=O)C. The product is [CH3:2][CH2:1][C:3]1[CH:4]=[CH:5][C:6]([CH2:9][CH2:10][OH:11])=[N+:7]([O-:12])[CH:8]=1. The yield is 0.810. (3) The reactants are [F:1][C:2]1([F:25])[CH2:5][CH:4]([CH2:6][O:7][C:8]2[CH:16]=[C:15]3[C:11]([CH2:12][C:13]4([CH2:22][CH2:21][CH:20]([O:23][CH3:24])[CH2:19][CH2:18]4)[C:14]3=O)=[CH:10][CH:9]=2)[CH2:3]1.[CH3:26][C:27]([S:30]([NH2:32])=[O:31])([CH3:29])[CH3:28].O. The catalyst is C(OCC)(=O)C.C(O[Ti](OCC)(OCC)OCC)C. The product is [F:25][C:2]1([F:1])[CH2:5][CH:4]([CH2:6][O:7][C:8]2[CH:16]=[C:15]3[C:11](=[CH:10][CH:9]=2)[CH2:12][C:13]2([CH2:18][CH2:19][CH:20]([O:23][CH3:24])[CH2:21][CH2:22]2)[C:14]3=[N:32][S:30]([C:27]([CH3:29])([CH3:28])[CH3:26])=[O:31])[CH2:3]1. The yield is 0.310. (4) The reactants are [CH3:1][O:2][C:3](=[O:18])[C@@H:4]([NH:10][C:11]([O:13][C:14]([CH3:17])([CH3:16])[CH3:15])=[O:12])[CH2:5][CH2:6][N:7]=[N+]=[N-].[Br:19][C:20]1[CH:25]=[CH:24][C:23]([S:26](Cl)(=[O:28])=[O:27])=[CH:22][CH:21]=1.C(N(CC)CC)C.Cl. The catalyst is CCOC(C)=O.C1COCC1.[Pd]. The product is [C:14]([O:13][C:11]([NH:10][C@@H:4]([CH2:5][CH2:6][NH:7][S:26]([C:23]1[CH:24]=[CH:25][C:20]([Br:19])=[CH:21][CH:22]=1)(=[O:28])=[O:27])[C:3]([O:2][CH3:1])=[O:18])=[O:12])([CH3:17])([CH3:16])[CH3:15]. The yield is 0.850. (5) The reactants are [OH:1][C:2]1[O:3][C:4]([CH3:9])=[CH:5][C:6](=[O:8])[CH:7]=1.CO[CH:12](OC)[N:13]([CH3:15])[CH3:14]. The catalyst is C1(C)C=CC=CC=1. The product is [CH3:12][N:13]([CH:15]=[C:7]1[C:6](=[O:8])[CH:5]=[C:4]([CH3:9])[O:3][C:2]1=[O:1])[CH3:14]. The yield is 0.750. (6) The reactants are [CH:1]1([CH2:7][C@H:8]([N:12]2[CH2:16][C:15]([O:17][C:18]3[C:27]4[O:26][CH2:25][CH2:24][O:23][C:22]=4[CH:21]=[CH:20][CH:19]=3)=[CH:14][C:13]2=[O:28])[C:9](O)=[O:10])[CH2:6][CH2:5][CH2:4][CH2:3][CH2:2]1.CN(C)CCCN=C=NCC.ON1C2C=CC=CC=2N=N1.[NH2:50][C:51]1[CH:55]=[CH:54][N:53]([CH2:56][C:57]([CH3:60])([OH:59])[CH3:58])[N:52]=1. The catalyst is ClCCl. The product is [CH:1]1([CH2:7][C@H:8]([N:12]2[CH2:16][C:15]([O:17][C:18]3[C:27]4[O:26][CH2:25][CH2:24][O:23][C:22]=4[CH:21]=[CH:20][CH:19]=3)=[CH:14][C:13]2=[O:28])[C:9]([NH:50][C:51]2[CH:55]=[CH:54][N:53]([CH2:56][C:57]([OH:59])([CH3:58])[CH3:60])[N:52]=2)=[O:10])[CH2:2][CH2:3][CH2:4][CH2:5][CH2:6]1. The yield is 0.430. (7) The reactants are [CH3:1][C@H:2]([NH:11][CH3:12])[C@@H:3]([OH:10])[C:4]1[CH:9]=[CH:8][CH:7]=[CH:6][CH:5]=1.C(N(CC)CC)C.[Cl:20][CH2:21][CH2:22][CH2:23][CH2:24][C:25](Cl)=[O:26].O. The catalyst is C1COCC1. The product is [Cl:20][CH2:21][CH2:22][CH2:23][CH2:24][C:25]([N:11]([C@@H:2]([CH3:1])[C@@H:3]([OH:10])[C:4]1[CH:9]=[CH:8][CH:7]=[CH:6][CH:5]=1)[CH3:12])=[O:26]. The yield is 0.930. (8) The reactants are [F:1][C:2]([F:28])([F:27])[C:3]1[CH:4]=[C:5]([NH:13][C:14](=[O:26])[C:15]2[CH:20]=[C:19](I)[CH:18]=[CH:17][C:16]=2[O:22][CH2:23][O:24][CH3:25])[CH:6]=[C:7]([C:9]([F:12])([F:11])[F:10])[CH:8]=1.C([Sn](CCCC)(CCCC)[C:34]1[CH:39]=[CH:38][CH:37]=[CH:36][N:35]=1)CCC.O. The catalyst is CN(C)C=O.Cl[Pd](Cl)([P](C1C=CC=CC=1)(C1C=CC=CC=1)C1C=CC=CC=1)[P](C1C=CC=CC=1)(C1C=CC=CC=1)C1C=CC=CC=1. The product is [F:1][C:2]([F:28])([F:27])[C:3]1[CH:4]=[C:5]([NH:13][C:14](=[O:26])[C:15]2[CH:20]=[C:19]([C:34]3[CH:39]=[CH:38][CH:37]=[CH:36][N:35]=3)[CH:18]=[CH:17][C:16]=2[O:22][CH2:23][O:24][CH3:25])[CH:6]=[C:7]([C:9]([F:12])([F:11])[F:10])[CH:8]=1. The yield is 0.208.